From a dataset of Forward reaction prediction with 1.9M reactions from USPTO patents (1976-2016). Predict the product of the given reaction. (1) Given the reactants CC1(C)[O:6][C@H:5]([CH2:7][O:8][C:9]2[CH:14]=[C:13]([NH:15][C:16]([N:18]3[C@@H:24]4[CH2:25][N:21]([CH2:22][CH2:23]4)[C:20]4[CH:26]=[CH:27][C:28]([C:30]5[CH:35]=[CH:34][CH:33]=[C:32]([C:36]([F:39])([F:38])[F:37])[CH:31]=5)=[N:29][C:19]3=4)=[O:17])[CH:12]=[CH:11][N:10]=2)[CH2:4][O:3]1.Cl.O1CCOCC1, predict the reaction product. The product is: [OH:6][C@@H:5]([CH2:4][OH:3])[CH2:7][O:8][C:9]1[CH:14]=[C:13]([NH:15][C:16]([N:18]2[C@@H:24]3[CH2:25][N:21]([CH2:22][CH2:23]3)[C:20]3[CH:26]=[CH:27][C:28]([C:30]4[CH:35]=[CH:34][CH:33]=[C:32]([C:36]([F:37])([F:39])[F:38])[CH:31]=4)=[N:29][C:19]2=3)=[O:17])[CH:12]=[CH:11][N:10]=1. (2) Given the reactants [C:1]12([CH2:11][C:12](O)=[O:13])[CH2:10][CH:5]3[CH2:6][CH:7]([CH2:9][CH:3]([CH2:4]3)[CH2:2]1)[CH2:8]2.CCN=C=NCCCN(C)C.C(N(CC)CC)C.[S:33]1[C:41]2[CH2:40][CH2:39][NH:38][CH2:37][C:36]=2[CH:35]=[CH:34]1, predict the reaction product. The product is: [C:1]12([CH2:11][C:12]([N:38]3[CH2:39][CH2:40][C:41]4[S:33][CH:34]=[CH:35][C:36]=4[CH2:37]3)=[O:13])[CH2:10][CH:5]3[CH2:6][CH:7]([CH2:9][CH:3]([CH2:4]3)[CH2:2]1)[CH2:8]2.